From a dataset of Reaction yield outcomes from USPTO patents with 853,638 reactions. Predict the reaction yield, written as a fraction of the theoretical maximum amount of product (1.0 means a 100% yield; for example, 0.34 means a 34% yield). The reactants are [OH:1][CH2:2][C:3]1[C:7]2[NH:8][C:9]([C:11]([O:13][CH2:14][CH3:15])=[O:12])=[CH:10][C:6]=2[O:5][CH:4]=1. The catalyst is C(Cl)Cl.O=[Mn]=O. The product is [CH:2]([C:3]1[C:7]2[NH:8][C:9]([C:11]([O:13][CH2:14][CH3:15])=[O:12])=[CH:10][C:6]=2[O:5][CH:4]=1)=[O:1]. The yield is 0.920.